Dataset: B-cell epitopes from IEDB database with 3,159 antigens for binding position prediction. Task: Token-level Classification. Given an antigen amino acid sequence, predict which amino acid positions are active epitope sites capable of antibody binding. Output is a list of indices for active positions. Given the antigen sequence: MDDDIAALVVDNGSGMCKAGFAGDDAPRAVFPSIVGRPRHQGVMVGMGQKDSYVGDEAQSKRGILTLKYPIEHGIVTNWDDMEKIWHHTFYNELRVAPEEHPVLLTEAPLNPKANREKMTQIMFETFNTPAMYVAIQAVLSLYASGRTTGIVMDSGDGVTHTVPIYEGYALPHAILRLDLAGRDLTDYLMKILTERGYSFTTTAEREIVRDIKEKLCYVALDFEQEMATAASSSSLEKSYELPDGQVITIGNERFRCPEALFQPSFLGMESCGIHETTFNSIMKCDVDIRKDLYANTVLSGGTTMYPGIADRMQKEITALAPSTMKIKIIAPPERKYSVWIGGSILASLSTFQQMWISKQEYDESGPSIVHRKCF, which amino acid positions are active epitope sites? The epitope positions are: [60, 61, 62, 63, 64, 65, 66, 67, 68, 69, 70, 71, 72, 73, 74]. The amino acids at these positions are: KRGILTLKYPIEHGI.